The task is: Predict which catalyst facilitates the given reaction.. This data is from Catalyst prediction with 721,799 reactions and 888 catalyst types from USPTO. (1) Reactant: [CH2:1]1[CH2:6][C@H:5]([C:7]([OH:9])=[O:8])[CH2:4][CH2:3][C@H:2]1[CH2:10][NH2:11].[CH3:12][CH:13]([CH3:31])[C:14]([O:16][CH:17]([O:20][C:21](ON1C(=O)CCC1=O)=[O:22])[CH2:18][CH3:19])=[O:15]. Product: [CH3:31][CH:13]([CH3:12])[C:14]([O:16][CH:17]([O:20][C:21]([NH:11][CH2:10][C@H:2]1[CH2:3][CH2:4][C@H:5]([C:7]([OH:9])=[O:8])[CH2:6][CH2:1]1)=[O:22])[CH2:18][CH3:19])=[O:15]. The catalyst class is: 761. (2) Reactant: [CH3:1][C:2]1([CH3:20])[O:7][C:6](=O)[NH:5][C:4]2[CH:9]=[CH:10][C:11]([C:13]3[S:17][CH:16]=[C:15]([C:18]#[N:19])[CH:14]=3)=[CH:12][C:3]1=2.COC1C=CC(P2(SP(C3C=CC(OC)=CC=3)(=S)S2)=[S:30])=CC=1. Product: [CH3:1][C:2]1([CH3:20])[O:7][C:6](=[S:30])[NH:5][C:4]2[CH:9]=[CH:10][C:11]([C:13]3[S:17][CH:16]=[C:15]([C:18]#[N:19])[CH:14]=3)=[CH:12][C:3]1=2. The catalyst class is: 6. (3) Reactant: [CH3:1][C:2]1[CH:3]=[C:4]([NH:8][C:9]2[C:10]3[C:20](=[O:21])[NH:19][CH:18]=[CH:17][C:11]=3[N:12]=[C:13]([S:15][CH3:16])[N:14]=2)[CH:5]=[CH:6][CH:7]=1.C1C(=O)N([Br:29])C(=O)C1. Product: [Br:29][C:17]1[C:11]2[N:12]=[C:13]([S:15][CH3:16])[N:14]=[C:9]([NH:8][C:4]3[CH:5]=[CH:6][CH:7]=[C:2]([CH3:1])[CH:3]=3)[C:10]=2[C:20](=[O:21])[NH:19][CH:18]=1. The catalyst class is: 9. (4) Reactant: C(C1C=CC([N:9]2[CH2:14][CH2:13][N:12]([C:15]([O:17][C:18]([CH3:21])([CH3:20])[CH3:19])=[O:16])[CH2:11][CH2:10]2)=CC=1)#N.[H-].C([Al+]CC(C)C)C(C)C.CO.O. Product: [C:15]([N:12]1[CH2:11][CH2:10][NH:9][CH2:14][CH2:13]1)([O:17][C:18]([CH3:21])([CH3:20])[CH3:19])=[O:16]. The catalyst class is: 11. (5) Reactant: [C:1](=[O:16])([O:10][C:11]1([CH3:15])[CH2:14][O:13][CH2:12]1)OC1C=CC(F)=CC=1.Cl.[CH3:18][S:19]([C:22]1[CH:41]=[CH:40][C:25]([CH2:26][O:27][C:28]2[CH:29]=[N:30][C:31]([N:34]3[CH2:39][CH2:38][NH:37][CH2:36][CH2:35]3)=[N:32][CH:33]=2)=[CH:24][CH:23]=1)(=[O:21])=[O:20].C(N(CC)CC)C. Product: [CH3:18][S:19]([C:22]1[CH:23]=[CH:24][C:25]([CH2:26][O:27][C:28]2[CH:29]=[N:30][C:31]([N:34]3[CH2:39][CH2:38][N:37]([C:1]([O:10][C:11]4([CH3:15])[CH2:12][O:13][CH2:14]4)=[O:16])[CH2:36][CH2:35]3)=[N:32][CH:33]=2)=[CH:40][CH:41]=1)(=[O:21])=[O:20]. The catalyst class is: 22. (6) Reactant: [Br:1][C:2]1[CH:33]=[CH:32][C:5]([C:6]([O:8][CH:9]2[C:13]3[N:14]=[CH:15][N:16]=[C:17]([N:18]4[CH2:23][CH2:22][N:21]([C:24]([O:26][C:27]([CH3:30])([CH3:29])[CH3:28])=[O:25])[CH2:20][CH2:19]4)[C:12]=3[C@H:11]([CH3:31])[CH2:10]2)=[O:7])=[CH:4][CH:3]=1. Product: [Br:1][C:2]1[CH:33]=[CH:32][C:5]([C:6]([O:8][C@H:9]2[C:13]3[N:14]=[CH:15][N:16]=[C:17]([N:18]4[CH2:19][CH2:20][N:21]([C:24]([O:26][C:27]([CH3:28])([CH3:30])[CH3:29])=[O:25])[CH2:22][CH2:23]4)[C:12]=3[C@H:11]([CH3:31])[CH2:10]2)=[O:7])=[CH:4][CH:3]=1. The catalyst class is: 13. (7) Reactant: [NH2:1][C:2]1[C:12]([Br:13])=[C:11]([F:14])[CH:10]=[CH:9][C:3]=1[C:4]([NH:6][CH2:7][CH3:8])=[O:5].Cl[C:16](Cl)([O:18]C(=O)OC(Cl)(Cl)Cl)Cl.O. Product: [Br:13][C:12]1[C:11]([F:14])=[CH:10][CH:9]=[C:3]2[C:2]=1[NH:1][C:16](=[O:18])[N:6]([CH2:7][CH3:8])[C:4]2=[O:5]. The catalyst class is: 11. (8) Reactant: [CH3:1][N:2]1[CH2:7][CH2:6][N:5]([C:8]2[N:13]=[C:12]([O:14][C:15]3[CH:20]=[CH:19][CH:18]=[CH:17][CH:16]=3)[C:11]([S:21][C:22]3[CH:23]=[C:24]([NH:28]C(=O)C)[CH:25]=[CH:26][CH:27]=3)=[CH:10][N:9]=2)[CH2:4][CH2:3]1.B(F)(F)F.CO.CCN(CC)CC. Product: [CH3:1][N:2]1[CH2:7][CH2:6][N:5]([C:8]2[N:13]=[C:12]([O:14][C:15]3[CH:16]=[CH:17][CH:18]=[CH:19][CH:20]=3)[C:11]([S:21][C:22]3[CH:23]=[C:24]([CH:25]=[CH:26][CH:27]=3)[NH2:28])=[CH:10][N:9]=2)[CH2:4][CH2:3]1. The catalyst class is: 5. (9) Reactant: CC(OI1(OC(C)=O)(OC(C)=O)OC(=O)C2C=CC=CC1=2)=O.[F:23][C:24]1([F:62])[CH2:28][N:27]([C:29]([O:31][C:32]([CH3:35])([CH3:34])[CH3:33])=[O:30])[C:26]([CH2:48][C:49]2[CH:54]=[CH:53][C:52]([C:55]3[CH:60]=[CH:59][C:58]([F:61])=[CH:57][N:56]=3)=[CH:51][CH:50]=2)([C:36]([NH:38][CH2:39][CH:40]([OH:47])[CH2:41][C:42]([CH3:46])([CH3:45])[CH2:43][CH3:44])=[O:37])[CH2:25]1. Product: [CH3:45][C:42]([CH3:46])([CH2:43][CH3:44])[CH2:41][C:40](=[O:47])[CH2:39][NH:38][C:36]([C:26]1([CH2:48][C:49]2[CH:50]=[CH:51][C:52]([C:55]3[CH:60]=[CH:59][C:58]([F:61])=[CH:57][N:56]=3)=[CH:53][CH:54]=2)[CH2:25][C:24]([F:62])([F:23])[CH2:28][N:27]1[C:29]([O:31][C:32]([CH3:33])([CH3:34])[CH3:35])=[O:30])=[O:37]. The catalyst class is: 4.